From a dataset of TCR-epitope binding with 47,182 pairs between 192 epitopes and 23,139 TCRs. Binary Classification. Given a T-cell receptor sequence (or CDR3 region) and an epitope sequence, predict whether binding occurs between them. (1) Result: 0 (the TCR does not bind to the epitope). The epitope is SQASSRSSSR. The TCR CDR3 sequence is CASSLEPARVYEQYF. (2) The epitope is RQLLFVVEV. The TCR CDR3 sequence is CASSYGQGETQYF. Result: 1 (the TCR binds to the epitope). (3) The epitope is KLSYGIATV. The TCR CDR3 sequence is CSASGVGASYNEQFF. Result: 1 (the TCR binds to the epitope). (4) Result: 1 (the TCR binds to the epitope). The TCR CDR3 sequence is CSVWDGYNEQFF. The epitope is YLNTLTLAV. (5) The epitope is TVYDPLQPELDSFK. The TCR CDR3 sequence is CASSLLAGLSYNEQFF. Result: 0 (the TCR does not bind to the epitope). (6) The epitope is TSNQVAVLY. The TCR CDR3 sequence is CASLGNNSPLHF. Result: 0 (the TCR does not bind to the epitope).